This data is from Peptide-MHC class II binding affinity with 134,281 pairs from IEDB. The task is: Regression. Given a peptide amino acid sequence and an MHC pseudo amino acid sequence, predict their binding affinity value. This is MHC class II binding data. (1) The peptide sequence is EWVAMTKGEGGVWTF. The MHC is HLA-DQA10102-DQB10602 with pseudo-sequence HLA-DQA10102-DQB10602. The binding affinity (normalized) is 0.271. (2) The peptide sequence is GTKTEAEDVIPEGWK. The MHC is HLA-DPA10103-DPB10401 with pseudo-sequence HLA-DPA10103-DPB10401. The binding affinity (normalized) is 0.